Dataset: Orexin1 receptor HTS with 218,158 compounds and 233 confirmed actives. Task: Binary Classification. Given a drug SMILES string, predict its activity (active/inactive) in a high-throughput screening assay against a specified biological target. (1) The drug is S(=O)(=O)(N(C)C)c1ccc(cc1)C(=O)NC(C)C. The result is 0 (inactive). (2) The compound is Clc1c(C2N(CC3OCCC3)C(=O)C(O)=C2C(=O)c2occc2)ccc(Cl)c1. The result is 0 (inactive). (3) The compound is S(Cc1ccc([N+]([O-])=O)cc1)c1ncccc1C(O)=O. The result is 0 (inactive). (4) The compound is s1c(NC(=O)CN(C2CCCC2)C(=O)c2c(F)cccc2)c(c(c1C)C)C(=O)N. The result is 0 (inactive). (5) The drug is Brc1ccc(C(On2c(nc3c(c2=O)cccc3)c2cc(OC)cc(OC)c2)=O)cc1. The result is 0 (inactive). (6) The molecule is o1c2nc(nc(c2cc1C)C)N\N=C\c1ccccc1. The result is 0 (inactive). (7) The compound is S(c1nnc(c2ccc(cc2)C)cc1)CC(=O)Nc1noc(c1)C. The result is 0 (inactive). (8) The compound is o1c2c(c(c1C(=O)Nc1nccnc1)C)cccc2. The result is 0 (inactive).